This data is from Peptide-MHC class I binding affinity with 185,985 pairs from IEDB/IMGT. The task is: Regression. Given a peptide amino acid sequence and an MHC pseudo amino acid sequence, predict their binding affinity value. This is MHC class I binding data. (1) The peptide sequence is IMPARFYPK. The MHC is HLA-A33:01 with pseudo-sequence HLA-A33:01. The binding affinity (normalized) is 0.623. (2) The peptide sequence is FTMRLLSPV. The MHC is HLA-B83:01 with pseudo-sequence HLA-B83:01. The binding affinity (normalized) is 0.213.